Dataset: Reaction yield outcomes from USPTO patents with 853,638 reactions. Task: Predict the reaction yield, written as a fraction of the theoretical maximum amount of product (1.0 means a 100% yield; for example, 0.34 means a 34% yield). The reactants are [Br:1][C:2]1[CH:3]=[CH:4][C:5]2[N:6]([C:8]([C:11]([F:26])([F:25])[C:12]3[CH:13]=[CH:14][C:15]4[N:16]([CH:18]=[C:19]([C:21]([O:23]C)=[O:22])[N:20]=4)[N:17]=3)=[N:9][N:10]=2)[CH:7]=1.[Li+].[OH-]. The catalyst is O.CO. The product is [Br:1][C:2]1[CH:3]=[CH:4][C:5]2[N:6]([C:8]([C:11]([F:26])([F:25])[C:12]3[CH:13]=[CH:14][C:15]4[N:16]([CH:18]=[C:19]([C:21]([OH:23])=[O:22])[N:20]=4)[N:17]=3)=[N:9][N:10]=2)[CH:7]=1. The yield is 0.900.